The task is: Regression. Given two drug SMILES strings and cell line genomic features, predict the synergy score measuring deviation from expected non-interaction effect.. This data is from NCI-60 drug combinations with 297,098 pairs across 59 cell lines. (1) Drug 1: C1C(C(OC1N2C=NC3=C(N=C(N=C32)Cl)N)CO)O. Drug 2: CC1=C(C=C(C=C1)C(=O)NC2=CC(=CC(=C2)C(F)(F)F)N3C=C(N=C3)C)NC4=NC=CC(=N4)C5=CN=CC=C5. Cell line: SF-268. Synergy scores: CSS=-0.340, Synergy_ZIP=-1.12, Synergy_Bliss=-1.58, Synergy_Loewe=-3.75, Synergy_HSA=-1.84. (2) Drug 1: CC1=CC=C(C=C1)C2=CC(=NN2C3=CC=C(C=C3)S(=O)(=O)N)C(F)(F)F. Drug 2: C1CN(CCN1C(=O)CCBr)C(=O)CCBr. Cell line: IGROV1. Synergy scores: CSS=21.1, Synergy_ZIP=-1.70, Synergy_Bliss=-0.181, Synergy_Loewe=5.57, Synergy_HSA=3.34.